This data is from Peptide-MHC class I binding affinity with 185,985 pairs from IEDB/IMGT. The task is: Regression. Given a peptide amino acid sequence and an MHC pseudo amino acid sequence, predict their binding affinity value. This is MHC class I binding data. (1) The peptide sequence is LTAGFLIFL. The MHC is HLA-A02:03 with pseudo-sequence HLA-A02:03. The binding affinity (normalized) is 0.105. (2) The peptide sequence is DELWRGLLA. The MHC is HLA-A80:01 with pseudo-sequence HLA-A80:01. The binding affinity (normalized) is 0.0847. (3) The peptide sequence is MEIYIWDHD. The MHC is HLA-A01:01 with pseudo-sequence HLA-A01:01. The binding affinity (normalized) is 0.0847. (4) The peptide sequence is KEAVEDERF. The MHC is HLA-B44:03 with pseudo-sequence HLA-B44:03. The binding affinity (normalized) is 0.354. (5) The MHC is HLA-B40:01 with pseudo-sequence HLA-B40:01. The peptide sequence is FLKDVMESM. The binding affinity (normalized) is 0.0847.